Dataset: Forward reaction prediction with 1.9M reactions from USPTO patents (1976-2016). Task: Predict the product of the given reaction. (1) Given the reactants [OH-].[Cl:2][C:3]1[CH:14]=[C:13]([O:15][CH3:16])[C:6]2[NH:7]C(=O)[O:9][CH:10]([CH3:11])[C:5]=2[C:4]=1[CH3:17], predict the reaction product. The product is: [NH2:7][C:6]1[C:13]([O:15][CH3:16])=[CH:14][C:3]([Cl:2])=[C:4]([CH3:17])[C:5]=1[CH:10]([OH:9])[CH3:11]. (2) Given the reactants [Br:1][C:2]1[CH:7]=[CH:6][C:5](Br)=[CH:4][N:3]=1.C([Mg]Cl)(C)C.CN(C)[CH:16]=[O:17].O, predict the reaction product. The product is: [Br:1][C:2]1[CH:7]=[CH:6][C:5]([CH:16]=[O:17])=[CH:4][N:3]=1. (3) The product is: [CH2:20]([O:19][P:18]([CH2:17][C:16]1[CH:26]=[CH:27][C:13]([NH:12][C:4]2[N:3]=[C:2]([NH:30][C:31]3[CH:41]=[CH:40][CH:39]=[CH:38][C:32]=3[C:33](=[O:34])[NH:35][O:36][CH3:37])[C:7]([C:8]([F:11])([F:10])[F:9])=[CH:6][N:5]=2)=[C:14]([O:28][CH3:29])[CH:15]=1)(=[O:25])[O:22][CH2:23][CH3:24])[CH3:21]. Given the reactants Cl[C:2]1[C:7]([C:8]([F:11])([F:10])[F:9])=[CH:6][N:5]=[C:4]([NH:12][C:13]2[CH:27]=[CH:26][C:16]([CH2:17][P:18](=[O:25])([O:22][CH2:23][CH3:24])[O:19][CH2:20][CH3:21])=[CH:15][C:14]=2[O:28][CH3:29])[N:3]=1.[NH2:30][C:31]1[CH:41]=[CH:40][CH:39]=[CH:38][C:32]=1[C:33]([NH:35][O:36][CH3:37])=[O:34], predict the reaction product. (4) Given the reactants COCCO[AlH2-]OCCOC.[Na+].[H-].[H-].COCCO[Al+]OCCOC.[Na+].[N:27]1[N:31]2[C:32]3[C:37]([CH2:38][CH2:39][C:30]2=[CH:29][C:28]=1[C:40](OCC)=[O:41])=[CH:36][CH:35]=[CH:34][CH:33]=3.Cl, predict the reaction product. The product is: [N:27]1[N:31]2[C:32]3[C:37]([CH2:38][CH2:39][C:30]2=[CH:29][C:28]=1[CH2:40][OH:41])=[CH:36][CH:35]=[CH:34][CH:33]=3.